From a dataset of NCI-60 drug combinations with 297,098 pairs across 59 cell lines. Regression. Given two drug SMILES strings and cell line genomic features, predict the synergy score measuring deviation from expected non-interaction effect. (1) Cell line: K-562. Synergy scores: CSS=13.7, Synergy_ZIP=-1.38, Synergy_Bliss=-4.56, Synergy_Loewe=-4.08, Synergy_HSA=-4.39. Drug 1: C1CCC(C(C1)N)N.C(=O)(C(=O)[O-])[O-].[Pt+4]. Drug 2: CC(C)CN1C=NC2=C1C3=CC=CC=C3N=C2N. (2) Drug 1: CC1C(C(CC(O1)OC2CC(CC3=C2C(=C4C(=C3O)C(=O)C5=C(C4=O)C(=CC=C5)OC)O)(C(=O)C)O)N)O.Cl. Drug 2: CC1CCC2CC(C(=CC=CC=CC(CC(C(=O)C(C(C(=CC(C(=O)CC(OC(=O)C3CCCCN3C(=O)C(=O)C1(O2)O)C(C)CC4CCC(C(C4)OC)OCCO)C)C)O)OC)C)C)C)OC. Cell line: DU-145. Synergy scores: CSS=26.2, Synergy_ZIP=0.753, Synergy_Bliss=3.91, Synergy_Loewe=3.45, Synergy_HSA=6.06. (3) Drug 1: C1C(C(OC1N2C=NC3=C(N=C(N=C32)Cl)N)CO)O. Drug 2: B(C(CC(C)C)NC(=O)C(CC1=CC=CC=C1)NC(=O)C2=NC=CN=C2)(O)O. Cell line: KM12. Synergy scores: CSS=59.1, Synergy_ZIP=-2.78, Synergy_Bliss=-0.313, Synergy_Loewe=-17.2, Synergy_HSA=-0.0356. (4) Drug 1: CC1=C(C=C(C=C1)NC(=O)C2=CC=C(C=C2)CN3CCN(CC3)C)NC4=NC=CC(=N4)C5=CN=CC=C5. Drug 2: CNC(=O)C1=NC=CC(=C1)OC2=CC=C(C=C2)NC(=O)NC3=CC(=C(C=C3)Cl)C(F)(F)F. Cell line: A549. Synergy scores: CSS=-5.12, Synergy_ZIP=2.30, Synergy_Bliss=-3.05, Synergy_Loewe=-4.20, Synergy_HSA=-6.73. (5) Drug 1: C#CCC(CC1=CN=C2C(=N1)C(=NC(=N2)N)N)C3=CC=C(C=C3)C(=O)NC(CCC(=O)O)C(=O)O. Drug 2: C1CN(P(=O)(OC1)NCCCl)CCCl. Cell line: NCIH23. Synergy scores: CSS=2.19, Synergy_ZIP=-1.10, Synergy_Bliss=1.56, Synergy_Loewe=-0.0552, Synergy_HSA=1.00.